Task: Predict the product of the given reaction.. Dataset: Forward reaction prediction with 1.9M reactions from USPTO patents (1976-2016) (1) Given the reactants [ClH:1].C([O:6][C:7](=[O:25])[C@H:8]([CH2:17][CH2:18][CH2:19][NH:20][CH2:21][O:22][CH:23]=[NH:24])[NH:9]C(OC(C)(C)C)=O)(C)(C)C.Cl, predict the reaction product. The product is: [ClH:1].[ClH:1].[NH:24]=[CH:23][O:22][CH2:21][NH:20][CH2:19][CH2:18][CH2:17][C@@H:8]([C:7]([OH:25])=[O:6])[NH2:9]. (2) Given the reactants [F:1][C:2]1[C:7]2[O:8][CH2:9][CH2:10][O:11][C:6]=2[CH:5]=[C:4]([CH:12]=[O:13])[CH:3]=1.[BH4-].[Na+].C(O)(=O)C, predict the reaction product. The product is: [F:1][C:2]1[C:7]2[O:8][CH2:9][CH2:10][O:11][C:6]=2[CH:5]=[C:4]([CH2:12][OH:13])[CH:3]=1.